Dataset: Catalyst prediction with 721,799 reactions and 888 catalyst types from USPTO. Task: Predict which catalyst facilitates the given reaction. (1) Reactant: CN(C)CCCN=C=NCC.[Br:12][C:13]1[CH:14]=[C:15]([NH2:23])[C:16]([NH:19][CH:20]([CH3:22])[CH3:21])=[CH:17][CH:18]=1.[N:24]([C:27]1[CH:36]=[CH:35][C:30]([C:31]([O:33][CH3:34])=[O:32])=[CH:29][CH:28]=1)=[C:25]=S. Product: [Br:12][C:13]1[CH:18]=[CH:17][C:16]2[N:19]([CH:20]([CH3:21])[CH3:22])[C:25]([NH:24][C:27]3[CH:36]=[CH:35][C:30]([C:31]([O:33][CH3:34])=[O:32])=[CH:29][CH:28]=3)=[N:23][C:15]=2[CH:14]=1. The catalyst class is: 54. (2) Reactant: Cl[C:2]1[O:3][C:4]([CH2:14][CH2:15][CH2:16][O:17][C:18]2[CH:23]=[CH:22][CH:21]=[CH:20][C:19]=2[CH3:24])=[C:5]([C:7]2[CH:12]=[CH:11][C:10]([Cl:13])=[CH:9][CH:8]=2)[N:6]=1.[C:25]1([C:31]2[NH:32][CH:33]=[CH:34][N:35]=2)[CH:30]=[CH:29][CH:28]=[CH:27][CH:26]=1.C(=O)([O-])[O-].[K+].[K+].CN(C)C=O. The catalyst class is: 6. Product: [Cl:13][C:10]1[CH:11]=[CH:12][C:7]([C:5]2[N:6]=[C:2]([N:32]3[CH:33]=[CH:34][N:35]=[C:31]3[C:25]3[CH:30]=[CH:29][CH:28]=[CH:27][CH:26]=3)[O:3][C:4]=2[CH2:14][CH2:15][CH2:16][O:17][C:18]2[CH:23]=[CH:22][CH:21]=[CH:20][C:19]=2[CH3:24])=[CH:8][CH:9]=1. (3) Reactant: [CH3:1]N(C)C=O.[Cl:6][C:7]1[C:8]([C:13]2[CH:14]=[C:15]3[C:19](=[CH:20][CH:21]=2)[NH:18][N:17]=[C:16]3[N:22]2[C:30](=[O:31])[C:29]3[C:24](=[CH:25][CH:26]=[CH:27][CH:28]=3)[C:23]2=[O:32])=[N:9][CH:10]=[CH:11][CH:12]=1.C(=O)([O-])[O-].[Cs+].[Cs+].CI. Product: [Cl:6][C:7]1[C:8]([C:13]2[CH:14]=[C:15]3[C:19](=[CH:20][CH:21]=2)[N:18]([CH3:1])[N:17]=[C:16]3[N:22]2[C:23](=[O:32])[C:24]3[C:29](=[CH:28][CH:27]=[CH:26][CH:25]=3)[C:30]2=[O:31])=[N:9][CH:10]=[CH:11][CH:12]=1. The catalyst class is: 13. (4) Reactant: [C:1]([O:5][C:6](=[O:22])[NH:7][CH2:8][CH2:9][C:10]([CH:12]1C(=O)OC(C)(C)[O:14][C:13]1=O)=[O:11])([CH3:4])([CH3:3])[CH3:2]. Product: [O:14]=[C:13]1[CH2:12][C:10](=[O:11])[CH2:9][CH2:8][N:7]1[C:6]([O:5][C:1]([CH3:4])([CH3:3])[CH3:2])=[O:22]. The catalyst class is: 25. (5) Reactant: C(OC(C1C=C2SCCN2N=1)=O)C.C([O:16][C:17]([C:19]1[CH:20]=[N:21][N:22]2[CH2:26][CH2:25][S:24][C:23]=12)=O)C.[H-].[H-].[H-].[H-].[Li+].[Al+3]. Product: [S:24]1[CH2:25][CH2:26][N:22]2[N:21]=[CH:20][C:19]([CH2:17][OH:16])=[C:23]12. The catalyst class is: 7. (6) Reactant: CC1(C)C(C)(C)OB([C:9]2[CH:10]=[C:11]([CH:28]=[CH:29][CH:30]=2)[CH2:12][O:13][C:14]2[CH:19]=[CH:18][CH:17]=[CH:16][C:15]=2[CH2:20][C:21]([O:23][C:24]([CH3:27])([CH3:26])[CH3:25])=[O:22])O1.Cl[C:33]1[C:34]([CH3:41])=[C:35]([CH:38]=[CH:39][CH:40]=1)[C:36]#[N:37]. Product: [C:36]([C:35]1[C:34]([CH3:41])=[C:33]([C:9]2[CH:30]=[CH:29][CH:28]=[C:11]([CH2:12][O:13][C:14]3[CH:19]=[CH:18][CH:17]=[CH:16][C:15]=3[CH2:20][C:21]([O:23][C:24]([CH3:27])([CH3:26])[CH3:25])=[O:22])[CH:10]=2)[CH:40]=[CH:39][CH:38]=1)#[N:37]. The catalyst class is: 2. (7) Reactant: [H-].[H-].[H-].[H-].[Li+].[Al+3].C1COCC1.C([O:14][C:15]([C@H:17]1[CH2:21][CH2:20][C@@H:19]([C:22]2[CH:27]=[C:26]([F:28])[C:25]([F:29])=[C:24]([F:30])[CH:23]=2)[NH:18]1)=O)C.[OH-].[Na+]. Product: [F:28][C:26]1[CH:27]=[C:22]([C@H:19]2[NH:18][C@@H:17]([CH2:15][OH:14])[CH2:21][CH2:20]2)[CH:23]=[C:24]([F:30])[C:25]=1[F:29]. The catalyst class is: 6. (8) Reactant: [CH2:1]([O:8][CH2:9][O:10][CH2:11][CH2:12][C:13]1[CH:25]=[CH:24][C:16]([NH:17]C(=O)C(F)(F)F)=[CH:15][CH:14]=1)[C:2]1[CH:7]=[CH:6][CH:5]=[CH:4][CH:3]=1.O.C(=O)([O-])[O-].[K+].[K+]. Product: [CH2:1]([O:8][CH2:9][O:10][CH2:11][CH2:12][C:13]1[CH:25]=[CH:24][C:16]([NH2:17])=[CH:15][CH:14]=1)[C:2]1[CH:3]=[CH:4][CH:5]=[CH:6][CH:7]=1. The catalyst class is: 5. (9) Reactant: [N:1]1[CH:6]=[CH:5][CH:4]=[C:3]([S:7](Cl)(=[O:9])=[O:8])[CH:2]=1.[C:11]1([C:19]2[CH:24]=[CH:23][CH:22]=[CH:21][CH:20]=2)[CH:16]=[CH:15][C:14]([CH2:17][NH2:18])=[CH:13][CH:12]=1. Product: [C:11]1([C:19]2[CH:20]=[CH:21][CH:22]=[CH:23][CH:24]=2)[CH:12]=[CH:13][C:14]([CH2:17][NH:18][S:7]([C:3]2[CH:2]=[N:1][CH:6]=[CH:5][CH:4]=2)(=[O:9])=[O:8])=[CH:15][CH:16]=1. The catalyst class is: 6. (10) Reactant: [NH:1]1[CH:5]=[CH:4][C:3]([NH:6][C:7](=[O:9])[CH3:8])=[N:2]1.[H-].[Na+].Br[CH2:13][C:14]1[CH:19]=[CH:18][CH:17]=[C:16]([CH3:20])[N:15]=1. Product: [CH3:13][C:14]1[N:15]=[C:16]([CH2:20][N:1]2[CH:5]=[CH:4][C:3]([NH:6][C:7](=[O:9])[CH3:8])=[N:2]2)[CH:17]=[CH:18][CH:19]=1. The catalyst class is: 1.